This data is from Experimentally validated miRNA-target interactions with 360,000+ pairs, plus equal number of negative samples. The task is: Binary Classification. Given a miRNA mature sequence and a target amino acid sequence, predict their likelihood of interaction. The miRNA is hsa-miR-382-3p with sequence AAUCAUUCACGGACAACACUU. The protein sequence of the target gene is MLTQLKAKSEGKLAKQICKVVLDHFEKQYSKELGDAWNTVREILTSPSCWQYAVLLNRFNYPFELEKDLHLKGYHTLSQGSLPNYPKSVKCYLSRTPGRIPSERHQIGNLKKYYLLNAASLLPVLALELRDGEKVLDLCAAPGGKSIALLQCACPGYLHCNEYDSLRLRWLRQTLESFIPQPLINVIKVSELDGRKMGDAQPEMFDKVLVDAPCSNDRSWLFSSDSQKASCRISQRRNLPLLQIELLRSAIKALRPGGILVYSTCTLSKAENQDVISEILNSHGNIMPMDIKGIARTCSH.... Result: 0 (no interaction).